Dataset: Reaction yield outcomes from USPTO patents with 853,638 reactions. Task: Predict the reaction yield, written as a fraction of the theoretical maximum amount of product (1.0 means a 100% yield; for example, 0.34 means a 34% yield). (1) The reactants are [CH3:1][N:2]1[C:6]([C:7](=[O:24])[NH:8][C:9]2[CH:14]=[CH:13][N:12]3[N:15]=[C:16]([C:18]4[CH:19]=[N:20][CH:21]=[CH:22][CH:23]=4)[N:17]=[C:11]3[CH:10]=2)=[C:5]([C:25]([OH:27])=O)[CH:4]=[N:3]1.[NH:28]1[CH2:33][CH2:32][O:31][CH2:30][CH2:29]1.CCCP(=O)=O.C(N(CC)C(C)C)(C)C. The catalyst is O1CCCC1.C(OCC)(=O)C. The product is [CH3:1][N:2]1[C:6]([C:7]([NH:8][C:9]2[CH:14]=[CH:13][N:12]3[N:15]=[C:16]([C:18]4[CH:19]=[N:20][CH:21]=[CH:22][CH:23]=4)[N:17]=[C:11]3[CH:10]=2)=[O:24])=[C:5]([C:25]([N:28]2[CH2:33][CH2:32][O:31][CH2:30][CH2:29]2)=[O:27])[CH:4]=[N:3]1. The yield is 0.415. (2) The product is [CH:1]1([C:4]2[N:9]=[C:8]([CH2:10][NH2:11])[CH:7]=[C:6]([O:22][CH2:23][CH:24]3[CH2:26][CH:25]3[C:27]([F:29])([F:30])[F:28])[N:5]=2)[CH2:3][CH2:2]1. The reactants are [CH:1]1([C:4]2[N:9]=[C:8]([CH2:10][N:11]3C(=O)C4C(=CC=CC=4)C3=O)[CH:7]=[C:6]([O:22][CH2:23][CH:24]3[CH2:26][CH:25]3[C:27]([F:30])([F:29])[F:28])[N:5]=2)[CH2:3][CH2:2]1.NN. The catalyst is CO. The yield is 0.910.